This data is from M1 muscarinic receptor agonist screen with 61,833 compounds. The task is: Binary Classification. Given a drug SMILES string, predict its activity (active/inactive) in a high-throughput screening assay against a specified biological target. The result is 0 (inactive). The compound is S(=O)(=O)(Nc1ccc(cc1)C(=O)NCc1ccccc1)c1c(onc1C)C.